This data is from M1 muscarinic receptor antagonist screen with 61,756 compounds. The task is: Binary Classification. Given a drug SMILES string, predict its activity (active/inactive) in a high-throughput screening assay against a specified biological target. (1) The compound is O(C(=O)C(NC(=O)C(NC(OCc1ccccc1)=O)CCC(OC)=O)CC(C)C)C. The result is 0 (inactive). (2) The compound is S(C=1NC(=O)CC(c2ccc(C(C)C)cc2)C1C#N)CC=C. The result is 0 (inactive). (3) The result is 0 (inactive). The molecule is S(=O)(=O)(N(CC(=O)NC1CCCc2c1cccc2)C)c1cc2c(n(c(=O)n(c2=O)C)C)cc1. (4) The drug is S(Cc1c(F)cccc1)c1[nH]c2c(n1)nccc2. The result is 0 (inactive). (5) The molecule is O=C1N(C2CCCCC2)CC(C1)C(=O)NCCC=1CCCCC1. The result is 0 (inactive). (6) The drug is s1c2nc(N3CCOCC3)c3c(CCCC3)c2c2ncnc(N(CCO)CCO)c12. The result is 0 (inactive). (7) The compound is S(=O)(=O)(N(C)C)c1cc2c(n(cc(c2=O)C(=O)NCCCN(CC)CC)C)cc1. The result is 0 (inactive).